From a dataset of Full USPTO retrosynthesis dataset with 1.9M reactions from patents (1976-2016). Predict the reactants needed to synthesize the given product. (1) Given the product [I:11][C:9]1[CH:8]=[N:7][N:6]([CH2:5][C:4]([CH3:13])([CH3:12])[CH2:3][OH:2])[CH:10]=1, predict the reactants needed to synthesize it. The reactants are: C[O:2][C:3](=O)[C:4]([CH3:13])([CH3:12])[CH2:5][N:6]1[CH:10]=[C:9]([I:11])[CH:8]=[N:7]1.CC(C[AlH]CC(C)C)C.[OH-].[NH4+]. (2) Given the product [C:21]1([C:2]2[CH:7]=[C:6]([N:8]3[CH2:13][CH2:12][N:11]([C:14]([O:16][C:17]([CH3:20])([CH3:19])[CH3:18])=[O:15])[CH2:10][CH2:9]3)[CH:5]=[CH:4][N:3]=2)[CH:26]=[CH:25][CH:24]=[CH:23][CH:22]=1, predict the reactants needed to synthesize it. The reactants are: Cl[C:2]1[CH:7]=[C:6]([N:8]2[CH2:13][CH2:12][N:11]([C:14]([O:16][C:17]([CH3:20])([CH3:19])[CH3:18])=[O:15])[CH2:10][CH2:9]2)[CH:5]=[CH:4][N:3]=1.[C:21]1(OB(O)O)[CH:26]=[CH:25][CH:24]=[CH:23][CH:22]=1.P([O-])([O-])([O-])=O.[K+].[K+].[K+]. (3) The reactants are: Cl.[CH3:2][C@H:3]1[CH2:8][C@H:7]([CH3:9])[CH2:6][NH:5][CH2:4]1.Cl[CH2:11][CH2:12][CH2:13][OH:14].C(=O)([O-])[O-].[K+].[K+].[I-].[K+]. Given the product [OH:14][CH2:13][CH2:12][CH2:11][N:5]1[CH2:6][C@@H:7]([CH3:9])[CH2:8][C@H:3]([CH3:2])[CH2:4]1, predict the reactants needed to synthesize it. (4) Given the product [O:8]1[C:4]2[CH:3]=[C:2]([CH:19]=[O:20])[CH:10]=[CH:9][C:5]=2[CH2:6][CH2:7]1, predict the reactants needed to synthesize it. The reactants are: Br[C:2]1[CH:10]=[CH:9][C:5]2[CH2:6][CH2:7][O:8][C:4]=2[CH:3]=1.C([Li])CCC.CN([CH:19]=[O:20])C. (5) Given the product [CH2:21]([N:18]([CH2:19][CH3:20])[C:16](=[O:17])[CH:15]([CH2:14][C:13]1[CH:39]=[C:40]([CH3:41])[C:10]([NH:9][C:1](=[O:8])[C:2]2[CH:7]=[CH:6][CH:5]=[CH:4][C:3]=2[F:43])=[C:11]([CH3:42])[CH:12]=1)[C:23]([NH:25][S:26]([C:29]1[CH:38]=[CH:37][C:36]2[C:31](=[CH:32][CH:33]=[CH:34][CH:35]=2)[CH:30]=1)(=[O:27])=[O:28])=[O:24])[CH3:22], predict the reactants needed to synthesize it. The reactants are: [C:1]([NH:9][C:10]1[C:40]([CH3:41])=[CH:39][C:13]([CH2:14][CH:15]([C:23]([NH:25][S:26]([C:29]2[CH:38]=[CH:37][C:36]3[C:31](=[CH:32][CH:33]=[CH:34][CH:35]=3)[CH:30]=2)(=[O:28])=[O:27])=[O:24])[C:16]([N:18]([CH2:21][CH3:22])[CH2:19][CH3:20])=[O:17])=[CH:12][C:11]=1[CH3:42])(=[O:8])[C:2]1[CH:7]=[CH:6][CH:5]=[CH:4][CH:3]=1.[F:43]C1C=CC(C(Cl)=O)=CC=1. (6) Given the product [Br:10][C:11]1[CH:16]=[CH:15][C:14]([O:17][C:1]2[CH:6]=[CH:5][CH:4]=[CH:3][CH:2]=2)=[C:13]([O:18][CH3:19])[CH:12]=1, predict the reactants needed to synthesize it. The reactants are: [C:1]1(B(O)O)[CH:6]=[CH:5][CH:4]=[CH:3][CH:2]=1.[Br:10][C:11]1[CH:16]=[CH:15][C:14]([OH:17])=[C:13]([O:18][CH3:19])[CH:12]=1.